Dataset: Catalyst prediction with 721,799 reactions and 888 catalyst types from USPTO. Task: Predict which catalyst facilitates the given reaction. (1) Reactant: [CH2:1]([O:8][C:9]1[C:14]([CH:15]([C:17]2[C:18]([O:29][CH3:30])=[C:19]([C:23]3[CH:28]=[CH:27][CH:26]=[CH:25][CH:24]=3)[CH:20]=[CH:21][CH:22]=2)[OH:16])=[CH:13][CH:12]=[CH:11][C:10]=1[C:31]1[CH:36]=[CH:35][CH:34]=[CH:33][CH:32]=1)[C:2]1[CH:7]=[CH:6][CH:5]=[CH:4][CH:3]=1. Product: [CH2:1]([O:8][C:9]1[C:14]([C:15]([C:17]2[C:18]([O:29][CH3:30])=[C:19]([C:23]3[CH:24]=[CH:25][CH:26]=[CH:27][CH:28]=3)[CH:20]=[CH:21][CH:22]=2)=[O:16])=[CH:13][CH:12]=[CH:11][C:10]=1[C:31]1[CH:36]=[CH:35][CH:34]=[CH:33][CH:32]=1)[C:2]1[CH:3]=[CH:4][CH:5]=[CH:6][CH:7]=1. The catalyst class is: 327. (2) Reactant: [CH3:1][C:2]1[C:10]2[C:5](=[CH:6][CH:7]=[C:8]([C:11]3[N:16]=[N:15][C:14]([O:17][C@@H:18]4[CH:23]5[CH2:24][CH2:25][N:20]([CH2:21][CH2:22]5)[CH2:19]4)=[CH:13][CH:12]=3)[CH:9]=2)[NH:4][N:3]=1.[C:26]([OH:33])(=[O:32])/[CH:27]=[CH:28]/[C:29]([OH:31])=[O:30]. Product: [C:26]([OH:33])(=[O:32])/[CH:27]=[CH:28]/[C:29]([OH:31])=[O:30].[CH3:1][C:2]1[C:10]2[C:5](=[CH:6][CH:7]=[C:8]([C:11]3[N:16]=[N:15][C:14]([O:17][C@@H:18]4[CH:23]5[CH2:22][CH2:21][N:20]([CH2:25][CH2:24]5)[CH2:19]4)=[CH:13][CH:12]=3)[CH:9]=2)[NH:4][N:3]=1. The catalyst class is: 513. (3) Reactant: [CH3:1][O:2][C:3]1[CH:8]=[CH:7][C:6]([N+:9]([O-:11])=[O:10])=[C:5]([CH3:12])[CH:4]=1.[Br:13]N1C(=O)CCC1=O. Product: [Br:13][C:8]1[CH:7]=[C:6]([N+:9]([O-:11])=[O:10])[C:5]([CH3:12])=[CH:4][C:3]=1[O:2][CH3:1]. The catalyst class is: 23. (4) Reactant: Cl[CH2:2][C:3]1[N:4]=[C:5]([CH2:8][CH2:9][C:10]2[N:11]=[C:12]([C:16]3[CH:21]=[CH:20][CH:19]=[CH:18][CH:17]=3)[O:13][C:14]=2[CH3:15])[O:6][CH:7]=1.[OH:22][C:23]1[CH:28]=[CH:27][CH:26]=[CH:25][C:24]=1[CH2:29][C:30]([O:32][CH3:33])=[O:31].CN(C)C=O.[H-].[Na+]. Product: [CH3:15][C:14]1[O:13][C:12]([C:16]2[CH:21]=[CH:20][CH:19]=[CH:18][CH:17]=2)=[N:11][C:10]=1[CH2:9][CH2:8][C:5]1[O:6][CH:7]=[C:3]([CH2:2][O:22][C:23]2[CH:28]=[CH:27][CH:26]=[CH:25][C:24]=2[CH2:29][C:30]([O:32][CH3:33])=[O:31])[N:4]=1. The catalyst class is: 6. (5) Product: [F:15][C:16]1[C:23]([OH:24])=[CH:22][CH:21]=[CH:20][C:17]=1[CH2:18][NH:19][C:11]([C:7]1[CH:6]=[C:5]2[C:10](=[CH:9][CH:8]=1)[N:1]=[CH:2][CH:3]=[CH:4]2)=[O:13]. The catalyst class is: 6. Reactant: [N:1]1[C:10]2[C:5](=[CH:6][C:7]([C:11]([OH:13])=O)=[CH:8][CH:9]=2)[CH:4]=[CH:3][CH:2]=1.Br.[F:15][C:16]1[C:23]([OH:24])=[CH:22][CH:21]=[CH:20][C:17]=1[CH2:18][NH2:19].N1C=CC=CC=1.CCN=C=NCCCN(C)C. (6) Reactant: C([O-])([O-])=O.[Na+].[Na+].[Br:7][C:8]1[CH:9]=[C:10]([C:29]#[C:30][Si](C)(C)C)[C:11]([N:14]([C:22]([O:24][C:25]([CH3:28])([CH3:27])[CH3:26])=[O:23])[C:15](=[O:21])[O:16][C:17]([CH3:20])([CH3:19])[CH3:18])=[N:12][CH:13]=1. Product: [Br:7][C:8]1[CH:9]=[C:10]([C:29]#[CH:30])[C:11]([N:14]([C:22]([O:24][C:25]([CH3:28])([CH3:27])[CH3:26])=[O:23])[C:15](=[O:21])[O:16][C:17]([CH3:19])([CH3:20])[CH3:18])=[N:12][CH:13]=1. The catalyst class is: 173.